Dataset: Full USPTO retrosynthesis dataset with 1.9M reactions from patents (1976-2016). Task: Predict the reactants needed to synthesize the given product. (1) Given the product [C:32]([O:36][C:37]([N:38]([CH3:39])[CH:49]1[CH2:53][CH2:52][N:51]([CH2:54][CH2:55][N:26]([CH3:27])[C@@H:16]2[CH2:15][N:14]3[C:13]4[CH:12]=[C:11]([C:28]([O:30][CH3:31])=[O:29])[CH:10]=[CH:9][C:8]=4[C:7]([CH:1]4[CH2:2][CH2:3][CH2:4][CH2:5][CH2:6]4)=[C:21]3[C:20]3[CH:22]=[CH:23][CH:24]=[CH:25][C:19]=3[O:18][CH2:17]2)[CH2:50]1)=[O:48])([CH3:35])([CH3:34])[CH3:33], predict the reactants needed to synthesize it. The reactants are: [CH:1]1([C:7]2[C:8]3[CH:9]=[CH:10][C:11]([C:28]([O:30][CH3:31])=[O:29])=[CH:12][C:13]=3[N:14]3[C:21]=2[C:20]2[CH:22]=[CH:23][CH:24]=[CH:25][C:19]=2[O:18][CH2:17][C@H:16]([NH:26][CH3:27])[CH2:15]3)[CH2:6][CH2:5][CH2:4][CH2:3][CH2:2]1.[C:32]([O:36][C:37](=[O:48])[NH:38][CH2:39]C1CCN(CCCl)C1)([CH3:35])([CH3:34])[CH3:33].[CH3:49][CH2:50][N:51]([CH2:54][CH3:55])[CH2:52][CH3:53]. (2) Given the product [CH3:1][Si:2]([CH3:17])([CH3:16])[CH2:3][CH2:4][O:5][CH2:6][O:7][CH2:8][C:9]1[N:10]=[C:11]([CH:14]=[O:15])[S:12][CH:13]=1, predict the reactants needed to synthesize it. The reactants are: [CH3:1][Si:2]([CH3:17])([CH3:16])[CH2:3][CH2:4][O:5][CH2:6][O:7][CH2:8][C:9]1[N:10]=[C:11]([CH2:14][OH:15])[S:12][CH:13]=1. (3) Given the product [C:31]([O:35][C:36](=[O:48])[CH2:37][O:38][C:39]1[CH:44]=[CH:43][C:42]([Cl:45])=[CH:41][C:40]=1[C:46]#[C:47][C:50]1[CH:51]=[C:52]([S:57]([N:60]([CH2:64][CH2:65][CH3:66])[CH2:61][CH2:62][CH3:63])(=[O:58])=[O:59])[CH:53]=[CH:54][C:55]=1[CH3:56])([CH3:34])([CH3:33])[CH3:32], predict the reactants needed to synthesize it. The reactants are: C(OC(=O)COC1C=CC(Cl)=CC=1C#CC1C=CC=C(S(CCC)(=O)=O)C=1)(C)(C)C.[C:31]([O:35][C:36](=[O:48])[CH2:37][O:38][C:39]1[CH:44]=[CH:43][C:42]([Cl:45])=[CH:41][C:40]=1[C:46]#[CH:47])([CH3:34])([CH3:33])[CH3:32].Br[C:50]1[CH:51]=[C:52]([S:57]([N:60]([CH2:64][CH2:65][CH3:66])[CH2:61][CH2:62][CH3:63])(=[O:59])=[O:58])[CH:53]=[CH:54][C:55]=1[CH3:56].